Dataset: Reaction yield outcomes from USPTO patents with 853,638 reactions. Task: Predict the reaction yield, written as a fraction of the theoretical maximum amount of product (1.0 means a 100% yield; for example, 0.34 means a 34% yield). (1) The reactants are [F:1][C:2]([F:42])([F:41])[C@H:3]([N:28]1[CH2:32][CH2:31][C@H:30]([NH:33][C:34](=[O:40])[O:35][C:36]([CH3:39])([CH3:38])[CH3:37])[CH2:29]1)[C:4]1[CH:5]=[N:6][C:7]([NH:10]/[N:11]=[CH:12]/[C:13]2[CH:22]=[CH:21][C:20]3[C:15](=[C:16]([O:24][CH:25]([CH3:27])[CH3:26])[CH:17]=[C:18]([F:23])[CH:19]=3)[N:14]=2)=[CH:8][CH:9]=1.C(O)(=O)C.C(O)(=O)C.I(C1C=CC=CC=1)=O. The catalyst is C(Cl)Cl. The product is [F:42][C:2]([F:1])([F:41])[C@H:3]([N:28]1[CH2:32][CH2:31][C@H:30]([NH:33][C:34](=[O:40])[O:35][C:36]([CH3:37])([CH3:39])[CH3:38])[CH2:29]1)[C:4]1[CH:9]=[CH:8][C:7]2[N:6]([C:12]([C:13]3[CH:22]=[CH:21][C:20]4[C:15](=[C:16]([O:24][CH:25]([CH3:27])[CH3:26])[CH:17]=[C:18]([F:23])[CH:19]=4)[N:14]=3)=[N:11][N:10]=2)[CH:5]=1. The yield is 0.793. (2) The reactants are [F:1][C:2]([F:13])([F:12])[C:3]1[CH:4]=[C:5]([CH:9]=[CH:10][CH:11]=1)[C:6]([OH:8])=O.C(N1C=CN=C1)(N1C=CN=C1)=O.Cl.[NH2:27][CH2:28][C:29]1[CH:38]=[CH:37][CH:36]=[C:35]2[C:30]=1[C:31](=[O:48])[N:32]([CH:40]1[CH2:45][CH2:44][C:43](=[O:46])[NH:42][C:41]1=[O:47])[C:33]([CH3:39])=[N:34]2. The catalyst is CN(C=O)C. The product is [O:47]=[C:41]1[CH:40]([N:32]2[C:31](=[O:48])[C:30]3[C:35](=[CH:36][CH:37]=[CH:38][C:29]=3[CH2:28][NH:27][C:6](=[O:8])[C:5]3[CH:9]=[CH:10][CH:11]=[C:3]([C:2]([F:1])([F:13])[F:12])[CH:4]=3)[N:34]=[C:33]2[CH3:39])[CH2:45][CH2:44][C:43](=[O:46])[NH:42]1. The yield is 0.620. (3) The reactants are [F:1][C:2]1[CH:10]=[CH:9][C:8]([I:11])=[CH:7][C:3]=1[C:4]([OH:6])=O.[CH3:12][O:13][CH:14]1[CH2:19][CH2:18][NH:17][CH2:16][CH2:15]1.C(N(CC)CC)C.O. The catalyst is CN(C=O)C. The product is [F:1][C:2]1[CH:10]=[CH:9][C:8]([I:11])=[CH:7][C:3]=1[C:4]([N:17]1[CH2:18][CH2:19][CH:14]([O:13][CH3:12])[CH2:15][CH2:16]1)=[O:6]. The yield is 0.670. (4) The reactants are [Si:1]([O:18][CH2:19][C@@H:20]1[CH2:24][CH2:23][C:22](=O)[N:21]1[C:26]([O:28][C:29]([CH3:32])([CH3:31])[CH3:30])=[O:27])([C:14]([CH3:17])([CH3:16])[CH3:15])([C:8]1[CH:13]=[CH:12][CH:11]=[CH:10][CH:9]=1)[C:2]1[CH:7]=[CH:6][CH:5]=[CH:4][CH:3]=1.C([BH-](CC)CC)C.[Li+].CCN(C(C)C)C(C)C.FC(F)(F)C(OC(=O)C(F)(F)F)=O. The catalyst is CN(C1C=CN=CC=1)C.C1(C)C=CC=CC=1. The product is [Si:1]([O:18][CH2:19][C@@H:20]1[CH2:24][CH:23]=[CH:22][N:21]1[C:26]([O:28][C:29]([CH3:32])([CH3:31])[CH3:30])=[O:27])([C:14]([CH3:16])([CH3:17])[CH3:15])([C:8]1[CH:13]=[CH:12][CH:11]=[CH:10][CH:9]=1)[C:2]1[CH:7]=[CH:6][CH:5]=[CH:4][CH:3]=1. The yield is 0.820.